Dataset: Full USPTO retrosynthesis dataset with 1.9M reactions from patents (1976-2016). Task: Predict the reactants needed to synthesize the given product. (1) Given the product [F:1][C:2]1[C:3]([OH:45])=[C:4]([C:8]2[C:16]3[C:15]([NH:17][C@H:18]([C:20]4[N:25]([C:26]5[CH:31]=[CH:30][CH:29]=[CH:28][CH:27]=5)[C:24](=[O:32])[C:23]5=[C:33]([CH3:36])[CH:34]=[CH:35][N:22]5[N:21]=4)[CH3:19])=[N:14][CH:13]=[N:12][C:11]=3[NH:10][CH:9]=2)[CH:5]=[CH:6][CH:7]=1, predict the reactants needed to synthesize it. The reactants are: [F:1][C:2]1[C:3]([O:45]C)=[C:4]([C:8]2[C:16]3[C:15]([NH:17][C@H:18]([C:20]4[N:25]([C:26]5[CH:31]=[CH:30][CH:29]=[CH:28][CH:27]=5)[C:24](=[O:32])[C:23]5=[C:33]([CH3:36])[CH:34]=[CH:35][N:22]5[N:21]=4)[CH3:19])=[N:14][CH:13]=[N:12][C:11]=3[N:10](COCC[Si](C)(C)C)[CH:9]=2)[CH:5]=[CH:6][CH:7]=1.B(Br)(Br)Br.N. (2) Given the product [CH3:27][N:23]1[C@@H:22]([CH2:21][C:15]2[C:14]3[CH:13]=[C:12]([CH2:11][CH2:10][S:7]([C:1]4[CH:2]=[CH:3][CH:4]=[CH:5][CH:6]=4)(=[O:8])=[O:9])[CH:20]=[CH:19][C:18]=3[NH:17][CH:16]=2)[CH2:26][CH2:25][CH2:24]1, predict the reactants needed to synthesize it. The reactants are: [C:1]1([S:7]([CH:10]=[CH:11][C:12]2[CH:13]=[C:14]3[C:18](=[CH:19][CH:20]=2)[NH:17][CH:16]=[C:15]3[CH2:21][C@H:22]2[CH2:26][CH2:25][CH2:24][N:23]2[CH3:27])(=[O:9])=[O:8])[CH:6]=[CH:5][CH:4]=[CH:3][CH:2]=1.CC(C)=O.CS(O)(=O)=O. (3) The reactants are: Br[C:2]1[C:3]([CH3:9])=[N:4][C:5]([Br:8])=[CH:6][CH:7]=1.[Li]CCCC.ClCCl.Cl.C1C[O:22][CH2:21]C1. Given the product [Br:8][C:5]1[CH:6]=[CH:7][C:2]([CH:21]=[O:22])=[C:3]([CH3:9])[N:4]=1, predict the reactants needed to synthesize it. (4) Given the product [C:14]([NH:6][NH:5][C:3](=[O:4])[C:2]([CH3:8])([CH3:7])[CH3:1])(=[O:16])[CH3:15], predict the reactants needed to synthesize it. The reactants are: [CH3:1][C:2]([CH3:8])([CH3:7])[C:3]([NH:5][NH2:6])=[O:4].C(=O)(O)[O-].[Na+].[C:14](Cl)(=[O:16])[CH3:15].